Dataset: Catalyst prediction with 721,799 reactions and 888 catalyst types from USPTO. Task: Predict which catalyst facilitates the given reaction. (1) The catalyst class is: 9. Product: [C:13]([C:15]([C:18]1[CH:19]=[C:20]([CH:31]=[CH:32][CH:33]=1)[C:21]([NH:23][C:24]1[CH:29]=[CH:28][CH:27]=[C:26]([O:30][C:8]2[CH:7]=[CH:6][C:5]([N+:10]([O-:12])=[O:11])=[CH:4][C:3]=2[C:1]#[N:2])[CH:25]=1)=[O:22])([CH3:17])[CH3:16])#[N:14]. Reactant: [C:1]([C:3]1[CH:4]=[C:5]([N+:10]([O-:12])=[O:11])[CH:6]=[CH:7][C:8]=1F)#[N:2].[C:13]([C:15]([C:18]1[CH:19]=[C:20]([CH:31]=[CH:32][CH:33]=1)[C:21]([NH:23][C:24]1[CH:29]=[CH:28][CH:27]=[C:26]([OH:30])[CH:25]=1)=[O:22])([CH3:17])[CH3:16])#[N:14].C(=O)([O-])[O-].[K+].[K+]. (2) Reactant: [CH3:1][C:2]1[CH:11]=[CH:10][C:9]2[C:4](=[CH:5][C:6]([OH:12])=[CH:7][CH:8]=2)[N:3]=1.C([O-])([O-])=O.[Cs+].[Cs+].Br[CH2:20][CH2:21][O:22][CH3:23]. Product: [CH3:23][O:22][CH2:21][CH2:20][O:12][C:6]1[CH:5]=[C:4]2[C:9]([CH:10]=[CH:11][C:2]([CH3:1])=[N:3]2)=[CH:8][CH:7]=1. The catalyst class is: 37. (3) Reactant: Cl[C:2]1[C:7]2[S:8][C:9]([C:25]([OH:27])=[O:26])=[C:10]([CH2:11][CH2:12][CH2:13][O:14][C:15]3[C:24]4[C:19](=[CH:20][CH:21]=[CH:22][CH:23]=4)[CH:18]=[CH:17][CH:16]=3)[C:6]=2[CH:5]=[CH:4][CH:3]=1.[C:28]1([CH3:37])[CH:33]=[CH:32][CH:31]=[CH:30][C:29]=1B(O)O.C(=O)([O-])[O-].[K+].[K+].O.CC#N. Product: [C:15]1([O:14][CH2:13][CH2:12][CH2:11][C:10]2[C:6]3[CH:5]=[CH:4][CH:3]=[C:2]([C:29]4[CH:30]=[CH:31][CH:32]=[CH:33][C:28]=4[CH3:37])[C:7]=3[S:8][C:9]=2[C:25]([OH:27])=[O:26])[C:24]2[C:19](=[CH:20][CH:21]=[CH:22][CH:23]=2)[CH:18]=[CH:17][CH:16]=1. The catalyst class is: 726. (4) Reactant: Br[C:2]1[CH:7]=[CH:6][C:5]([NH2:8])=[CH:4][C:3]=1[F:9].[CH:10]1[C:19]2[CH:18]=[CH:17][CH:16]=[C:15](B(O)O)[C:14]=2[CH:13]=[CH:12][N:11]=1.CCO.C(=O)([O-])[O-].[Na+].[Na+]. Product: [F:9][C:3]1[CH:4]=[C:5]([NH2:8])[CH:6]=[CH:7][C:2]=1[C:15]1[CH:16]=[CH:17][CH:18]=[C:19]2[C:14]=1[CH:13]=[CH:12][N:11]=[CH:10]2. The catalyst class is: 109. (5) Reactant: [CH2:1]([N:6]1[C:14]2[N:13]=[CH:12][NH:11][C:10]=2[C:9]2=[N:15][C:16]([C:18]3[CH:23]=[CH:22][N:21]=[CH:20][N:19]=3)=[N:17][N:8]2[C:7]1=[O:24])[CH2:2][CH2:3][CH2:4][CH3:5].C(N1C2N=CNC=2C2=NN=C(C3C=CN=CN=3)N2C1=O)CCCC.[Br:49]N1C(=O)CCC1=O. Product: [Br:49][C:12]1[NH:11][C:10]2[C:9]3=[N:15][C:16]([C:18]4[CH:23]=[CH:22][N:21]=[CH:20][N:19]=4)=[N:17][N:8]3[C:7](=[O:24])[N:6]([CH2:1][CH2:2][CH2:3][CH2:4][CH3:5])[C:14]=2[N:13]=1. The catalyst class is: 1.